This data is from Full USPTO retrosynthesis dataset with 1.9M reactions from patents (1976-2016). The task is: Predict the reactants needed to synthesize the given product. (1) Given the product [Si:6]([O:5][CH2:4][C:3]1[CH:13]=[C:14]([C:17]([F:20])([F:19])[F:18])[CH:15]=[CH:16][C:2]=1[C:36]1([OH:40])[CH2:37][CH2:38][N:33]([C:26]([O:28][C:29]([CH3:32])([CH3:31])[CH3:30])=[O:27])[CH2:34][CH2:35]1)([C:9]([CH3:12])([CH3:11])[CH3:10])([CH3:8])[CH3:7], predict the reactants needed to synthesize it. The reactants are: Br[C:2]1[CH:16]=[CH:15][C:14]([C:17]([F:20])([F:19])[F:18])=[CH:13][C:3]=1[CH2:4][O:5][Si:6]([C:9]([CH3:12])([CH3:11])[CH3:10])([CH3:8])[CH3:7].C([Li])CCC.[C:26]([N:33]1[CH2:38][CH2:37][CH2:36][CH2:35][C:34]1=O)([O:28][C:29]([CH3:32])([CH3:31])[CH3:30])=[O:27].[O:40]1CCCC1. (2) Given the product [CH3:1][N:2]([C:14]1[N:23]=[C:22]([NH2:24])[C:21]2[C:16](=[CH:17][C:18]([O:27][CH3:28])=[C:19]([O:25][CH3:26])[CH:20]=2)[N:15]=1)[CH2:3][CH2:4][CH2:5][NH:6][C:7]([CH:9]1[O:13][CH2:12][CH2:11][CH2:10]1)=[O:8].[ClH:35], predict the reactants needed to synthesize it. The reactants are: [CH3:1][N:2]([C:14]1[N:23]=[C:22]([NH2:24])[C:21]2[C:16](=[CH:17][C:18]([O:27][CH3:28])=[C:19]([O:25][CH3:26])[CH:20]=2)[N:15]=1)[CH2:3][CH2:4][CH2:5][NH:6][C:7]([CH:9]1[O:13][CH2:12][CH2:11][CH2:10]1)=[O:8].C1CCCCC1.[ClH:35]. (3) Given the product [F:26][C:27]1[CH:45]=[C:44]([C:2]2[C:3]3[CH:10]=[C:9]([C:11]4[CH:12]=[N:13][N:14]([CH3:16])[CH:15]=4)[NH:8][C:4]=3[N:5]=[CH:6][N:7]=2)[CH:43]=[CH:42][C:28]=1[CH2:29][NH:30][C:31]([C:33]1[CH:41]=[C:36]2[CH2:37][CH2:38][CH2:39][CH2:40][N:35]2[N:34]=1)=[O:32], predict the reactants needed to synthesize it. The reactants are: Cl[C:2]1[C:3]2[CH:10]=[C:9]([C:11]3[CH:12]=[N:13][N:14]([CH3:16])[CH:15]=3)[N:8](S(C3C=CC=CC=3)(=O)=O)[C:4]=2[N:5]=[CH:6][N:7]=1.[F:26][C:27]1[CH:45]=[C:44](B2OC(C)(C)C(C)(C)O2)[CH:43]=[CH:42][C:28]=1[CH2:29][NH:30][C:31]([C:33]1[CH:41]=[C:36]2[CH2:37][CH2:38][CH2:39][CH2:40][N:35]2[N:34]=1)=[O:32].C(=O)([O-])[O-].[K+].[K+].O. (4) Given the product [CH3:24][C:20]1[CH:21]=[CH:22][CH:23]=[C:2]([CH3:1])[C:3]=1[CH2:4][O:5][C:6]1[CH:7]=[C:8]([CH:14]=[CH:15][C:16]=1[N+:17]([O-:19])=[O:18])[C:9]([OH:11])=[O:10], predict the reactants needed to synthesize it. The reactants are: [CH3:1][C:2]1[CH:23]=[CH:22][CH:21]=[C:20]([CH3:24])[C:3]=1[CH2:4][O:5][C:6]1[CH:7]=[C:8]([CH:14]=[CH:15][C:16]=1[N+:17]([O-:19])=[O:18])[C:9]([O:11]CC)=[O:10].[OH-].[Na+]. (5) Given the product [CH3:1][O:2][C:3]1[CH:8]=[CH:7][CH:6]=[C:5]([N:9]2[CH2:10][CH2:11][N:12]([CH3:37])[CH2:13][CH2:14]2)[C:4]=1[CH2:15][CH2:16][N:17]1[CH2:22][CH2:21][CH:20]([N:23]2[C:31]3[C:26](=[CH:27][CH:28]=[C:29]([C:32]([NH2:34])=[O:33])[CH:30]=3)[CH:25]=[CH:24]2)[CH2:19][CH2:18]1, predict the reactants needed to synthesize it. The reactants are: [CH3:1][O:2][C:3]1[CH:8]=[CH:7][CH:6]=[C:5]([N:9]2[CH2:14][CH2:13][NH:12][CH2:11][CH2:10]2)[C:4]=1[CH2:15][CH2:16][N:17]1[CH2:22][CH2:21][CH:20]([N:23]2[C:31]3[C:26](=[CH:27][CH:28]=[C:29]([C:32]([NH2:34])=[O:33])[CH:30]=3)[CH:25]=[CH:24]2)[CH2:19][CH2:18]1.C=O.[C:37]([BH3-])#N.[Na+].C(=O)(O)[O-].[Na+]. (6) Given the product [CH:13]([C:14]1[NH:6][C:4](=[O:5])[C:3]([C:1]#[N:2])=[CH:16][CH:15]=1)([CH3:7])[CH3:12], predict the reactants needed to synthesize it. The reactants are: [C:1]([CH2:3][C:4]([NH2:6])=[O:5])#[N:2].[C:7](O)(=O)C.N1[CH2:16][CH2:15][CH2:14][CH2:13][CH2:12]1.C(O)(=O)C. (7) The reactants are: C[C:2]1(C)[C:7]([CH3:9])(C)[CH:6]=[N:5][C:4](B2OCCO2)=[CH:3]1.[C:16](=[O:19])([O-])[O-].[Cs+].[Cs+].[C:22]([O:26][C:27](=[O:36])[NH:28][CH2:29][C:30]1[S:31]C(Br)=[CH:33][CH:34]=1)([CH3:25])([CH3:24])[CH3:23].[C:37](OCC)(=O)[CH3:38].[CH3:43]OCCOC. Given the product [C:22]([O:26][C:27](=[O:36])[NH:28][CH2:29][C:30]1[S:31][C:9]([C:7]2[C:6]([CH3:43])=[N:5][C:4]([O:19][CH3:16])=[C:3]([CH2:37][CH3:38])[CH:2]=2)=[CH:33][CH:34]=1)([CH3:23])([CH3:24])[CH3:25], predict the reactants needed to synthesize it. (8) Given the product [Cl:15][C:16]1[CH:17]=[C:18]([CH:32]=[CH:33][C:34]=1[Cl:35])[CH2:19][NH:20][C:21]([NH:23][C:24]1[S:25][CH:26]=[C:27]([CH2:29][N:30]([CH2:42][C:41]2[C:37]([CH3:36])=[N:38][O:39][C:40]=2[CH3:44])[CH3:31])[N:28]=1)=[O:22], predict the reactants needed to synthesize it. The reactants are: C(O[BH-](OC(=O)C)OC(=O)C)(=O)C.[Na+].[Cl:15][C:16]1[CH:17]=[C:18]([CH:32]=[CH:33][C:34]=1[Cl:35])[CH2:19][NH:20][C:21]([NH:23][C:24]1[S:25][CH:26]=[C:27]([CH2:29][NH:30][CH3:31])[N:28]=1)=[O:22].[CH3:36][C:37]1[C:41]([CH:42]=O)=[C:40]([CH3:44])[O:39][N:38]=1.Cl.C([O-])(O)=O.[Na+]. (9) Given the product [CH2:1]([C:3]1[C:4]([C:5]([O:7][CH2:8][CH3:28])=[O:6])=[N:25][C:18]2[C:23]([N:9]=1)=[CH:22][CH:21]=[CH:20][CH:19]=2)[CH3:2], predict the reactants needed to synthesize it. The reactants are: [CH2:1](/[C:3](/[N:9]=N/C(OC(C)(C)C)=O)=[CH:4]\[C:5]([O:7][CH3:8])=[O:6])[CH3:2].[C:18]1([NH2:25])[CH:23]=[CH:22][CH:21]=[CH:20][C:19]=1N.O.O1CCC[CH2:28]1.